From a dataset of Full USPTO retrosynthesis dataset with 1.9M reactions from patents (1976-2016). Predict the reactants needed to synthesize the given product. (1) Given the product [O:1]1[CH:5]=[CH:4][CH:3]=[C:2]1[C:6]1[N:11]=[C:10]2[NH:12][CH:20]=[N:13][C:9]2=[CH:8][C:7]=1[C:14]1[CH:19]=[CH:18][N:17]=[CH:16][N:15]=1, predict the reactants needed to synthesize it. The reactants are: [O:1]1[CH:5]=[CH:4][CH:3]=[C:2]1[C:6]1[N:11]=[C:10]([NH2:12])[C:9]([NH2:13])=[CH:8][C:7]=1[C:14]1[CH:19]=[CH:18][N:17]=[CH:16][N:15]=1.[CH2:20](OC(OCC)OCC)C.O.C(=O)([O-])O.[Na+]. (2) Given the product [CH3:16][O:15][C:10](=[O:14])[C:11]([OH:13])=[CH:21][C:17](=[O:18])[C:7]1[CH:6]=[N:5][CH:4]=[CH:9][CH:8]=1, predict the reactants needed to synthesize it. The reactants are: C([C:4]1[CH:9]=[CH:8][CH:7]=[CH:6][N:5]=1)(=O)C.[C:10]([O:15][CH3:16])(=[O:14])[C:11]([O-:13])=O.[CH3:17][O-:18].[Na+].Cl.[CH3:21]O. (3) The reactants are: [OH:1][C:2]1[CH:7]=[CH:6][C:5]([C:8]2[NH:12][C:11]3[CH:13]=[CH:14][CH:15]=[C:16]([C:17]([O:19][CH3:20])=[O:18])[C:10]=3[N:9]=2)=[CH:4][CH:3]=1.[Cl:21][C:22]1[CH:27]=[CH:26][CH:25]=[C:24]([Cl:28])[C:23]=1[C:29]1[C:33]([CH2:34]O)=[C:32]([CH:36]([CH3:38])[CH3:37])[O:31][N:30]=1.C1(P(C2C=CC=CC=2)C2C=CC=CC=2)C=CC=CC=1.N(C(OC(C)C)=O)=NC(OC(C)C)=O. Given the product [Cl:28][C:24]1[CH:25]=[CH:26][CH:27]=[C:22]([Cl:21])[C:23]=1[C:29]1[C:33]([CH2:34][O:1][C:2]2[CH:3]=[CH:4][C:5]([C:8]3[NH:12][C:11]4[CH:13]=[CH:14][CH:15]=[C:16]([C:17]([O:19][CH3:20])=[O:18])[C:10]=4[N:9]=3)=[CH:6][CH:7]=2)=[C:32]([CH:36]([CH3:38])[CH3:37])[O:31][N:30]=1, predict the reactants needed to synthesize it. (4) Given the product [I-:1].[O:7]([C:8]1[CH:13]=[CH:12][C:11]([C:14]2[N:15]=[C:16]([NH3+:19])[S:17][CH:18]=2)=[CH:10][CH:9]=1)[C:6]1[CH:5]=[CH:4][CH:3]=[CH:21][CH:20]=1, predict the reactants needed to synthesize it. The reactants are: [I-:1].Cl[C:3]1[CH:21]=[CH:20][C:6]([O:7][C:8]2[CH:13]=[CH:12][C:11]([C:14]3[N:15]=[C:16]([NH3+:19])[S:17][CH:18]=3)=[CH:10][CH:9]=2)=[CH:5][CH:4]=1.[I-].ClC1C=C(C=CC=1Cl)OC1C=CC(C2N=C([NH3+])SC=2)=CC=1.[I-].COC1C=CC(OC2C=CC(C3N=C([NH3+])SC=3)=CC=2)=CC=1.[I-].C1(C)C=CC(OC2C=CC(C3N=C([NH3+])SC=3)=CC=2)=CC=1.[I-].C1(C2C=CC=CC=2)C=CC(OC2C=CC(C3N=C([NH3+])SC=3)=CC=2)=CC=1.[I-].O(C1C=CC(OC2C=CC(C3N=C([NH3+])SC=3)=CC=2)=CC=1)C1C=CC=CC=1.[I-].C1(SC2C=CC(C3N=C([NH3+])SC=3)=CC=2)C=CC=CC=1.[I-].C1(C)C=CC(SC2C=CC(C3N=C([NH3+])SC=3)=CC=2)=CC=1.C[C@@H]1O[C@@H](O[C@@H]2C3=C(O)C4C(=O)C5C(=CC=CC=5OC)C(=O)C=4C(O)=C3C[C@@](O)(C(CO)=O)C2)C[C@H](N)[C@@H]1O.Cl.